From a dataset of Reaction yield outcomes from USPTO patents with 853,638 reactions. Predict the reaction yield, written as a fraction of the theoretical maximum amount of product (1.0 means a 100% yield; for example, 0.34 means a 34% yield). (1) The reactants are [F:1][CH:2]([F:15])[CH2:3][O:4][C:5]1[CH:6]=[C:7]([C:12](=O)[CH3:13])[CH:8]=[CH:9][C:10]=1[CH3:11].[CH3:16][C:17]([S@:20]([NH2:22])=[O:21])([CH3:19])[CH3:18]. No catalyst specified. The product is [F:1][CH:2]([F:15])[CH2:3][O:4][C:5]1[CH:6]=[C:7]([CH:12]([NH:22][S@@:20]([C:17]([CH3:19])([CH3:18])[CH3:16])=[O:21])[CH3:13])[CH:8]=[CH:9][C:10]=1[CH3:11]. The yield is 0.660. (2) The reactants are [CH2:1]([O:8][CH2:9][C@H:10]1[CH2:14][O:13]C(C)(C)[O:11]1)[C:2]1[CH:7]=[CH:6][CH:5]=[CH:4][CH:3]=1.Cl.C([O-])(O)=O.[Na+]. The catalyst is CO. The product is [CH2:1]([O:8][CH2:9][C@H:10]([OH:11])[CH2:14][OH:13])[C:2]1[CH:7]=[CH:6][CH:5]=[CH:4][CH:3]=1. The yield is 0.570. (3) The reactants are [NH2:1][C:2]1[CH:31]=[CH:30][C:5]([C:6]([N:8]2[C:17]3[C:12](=[CH:13][CH:14]=[CH:15][CH:16]=3)[C@H:11]([N:18]([C:23]3[CH:28]=[CH:27][CH:26]=[CH:25][CH:24]=3)[C:19](=[O:22])[CH2:20]C)[CH2:10][C@@H:9]2[CH3:29])=[O:7])=[CH:4][CH:3]=1.C(=O)([O-])[O-].[K+].[K+].Br[CH:39]([CH3:44])[C:40]([O:42][CH3:43])=[O:41].O. The catalyst is CN(C)C=O. The product is [CH3:43][O:42][C:40](=[O:41])[CH:39]([NH:1][C:2]1[CH:31]=[CH:30][C:5]([C:6]([N:8]2[C:17]3[C:12](=[CH:13][CH:14]=[CH:15][CH:16]=3)[C@H:11]([N:18]([C:19](=[O:22])[CH3:20])[C:23]3[CH:28]=[CH:27][CH:26]=[CH:25][CH:24]=3)[CH2:10][C@@H:9]2[CH3:29])=[O:7])=[CH:4][CH:3]=1)[CH3:44]. The yield is 0.870. (4) The reactants are [CH3:1][C:2]([CH3:8])([CH3:7])[CH2:3][C:4](Cl)=[O:5].C([N:11](CC)CC)C.[Br:16][C:17]1[CH:22]=[C:21]([CH3:23])[C:20](N)=[C:19]([CH3:25])[CH:18]=1.O. The catalyst is C(#N)C. The product is [Br:16][C:17]1[CH:22]=[C:21]([CH3:23])[C:20]([CH:3]([C:2]([CH3:8])([CH3:7])[CH3:1])[C:4]([NH2:11])=[O:5])=[C:19]([CH3:25])[CH:18]=1. The yield is 1.00.